From a dataset of Peptide-MHC class I binding affinity with 185,985 pairs from IEDB/IMGT. Regression. Given a peptide amino acid sequence and an MHC pseudo amino acid sequence, predict their binding affinity value. This is MHC class I binding data. (1) The peptide sequence is FPFWGCFVS. The MHC is HLA-B35:01 with pseudo-sequence HLA-B35:01. The binding affinity (normalized) is 0.936. (2) The peptide sequence is EGFDPRALI. The MHC is HLA-B46:01 with pseudo-sequence HLA-B46:01. The binding affinity (normalized) is 0.0847.